Predict the reactants needed to synthesize the given product. From a dataset of Full USPTO retrosynthesis dataset with 1.9M reactions from patents (1976-2016). (1) Given the product [CH2:15]([C:17]1[CH:25]=[C:24]([C:26]([F:27])([F:28])[F:29])[CH:23]=[CH:22][C:18]=1[C:19]([NH:14][C@@H:9]1[CH2:10][CH2:11][CH2:12][CH2:13][C@@H:8]1[N:3]1[CH2:4][CH2:5][CH2:6][CH2:7]1)=[O:20])[CH3:16], predict the reactants needed to synthesize it. The reactants are: Cl.Cl.[N:3]1([C@H:8]2[CH2:13][CH2:12][CH2:11][CH2:10][C@H:9]2[NH2:14])[CH2:7][CH2:6][CH2:5][CH2:4]1.[CH2:15]([C:17]1[CH:25]=[C:24]([C:26]([F:29])([F:28])[F:27])[CH:23]=[CH:22][C:18]=1[C:19](O)=[O:20])[CH3:16]. (2) Given the product [OH:35][CH2:36][CH2:37][N:38]1[CH2:43][CH2:42][N:41]([CH2:32][CH2:33][N:20]2[C:19](=[O:24])/[C:18](=[CH:17]/[C:13]3[CH:12]=[C:11]4[C:16](=[CH:15][CH:14]=3)[N:8]([CH2:7][C:6]3[CH:25]=[CH:26][C:3]([O:2][CH3:1])=[CH:4][C:5]=3[C:27]([F:30])([F:29])[F:28])[N:9]=[CH:10]4)/[S:22][C:21]2=[O:23])[CH2:40][CH2:39]1, predict the reactants needed to synthesize it. The reactants are: [CH3:1][O:2][C:3]1[CH:26]=[CH:25][C:6]([CH2:7][N:8]2[C:16]3[C:11](=[CH:12][C:13](/[CH:17]=[C:18]4/[C:19](=[O:24])[NH:20][C:21](=[O:23])[S:22]/4)=[CH:14][CH:15]=3)[CH:10]=[N:9]2)=[C:5]([C:27]([F:30])([F:29])[F:28])[CH:4]=1.Br[CH2:32][CH2:33]Cl.[OH:35][CH2:36][CH2:37][N:38]1[CH2:43][CH2:42][NH:41][CH2:40][CH2:39]1. (3) Given the product [Cl:11][C:12]1[CH:19]=[C:18]([Cl:20])[CH:17]=[CH:16][C:13]=1[C:14](=[O:23])[CH2:7][C:6]1[CH:9]=[CH:10][C:3]([CH3:2])=[CH:4][CH:5]=1, predict the reactants needed to synthesize it. The reactants are: [Mg].[CH3:2][C:3]1[CH:10]=[CH:9][C:6]([CH2:7]Br)=[CH:5][CH:4]=1.[Cl:11][C:12]1[CH:19]=[C:18]([Cl:20])[CH:17]=[CH:16][C:13]=1[C:14]#N.CC[O:23]CC. (4) Given the product [CH3:33][N:34]([CH3:41])[CH2:35][CH:28]=[CH:27][C:26]([NH:25][CH3:24])=[O:31], predict the reactants needed to synthesize it. The reactants are: C(C1C=CC(NC2N=C(NCCC)C(C#CCC[CH2:24][NH:25][C:26](=[O:31])[C@@H:27](NC)[CH3:28])=CN=2)=CC=1)#N.Cl.[CH3:33][N:34]([CH3:41])[CH2:35]/C=C/C(O)=O.ClC(OCC(C)C)=O.C(=O)([O-])O.[Na+]. (5) Given the product [Cl:11][C:7]1[CH:6]=[C:5]([C:3]2[NH:16][C:24]3[CH:23]([C:17]4[CH:22]=[CH:21][CH:20]=[CH:19][CH:18]=4)[CH2:28][NH:27][C:26](=[O:29])[C:25]=3[CH:2]=2)[CH:10]=[CH:9][N:8]=1, predict the reactants needed to synthesize it. The reactants are: Br[CH2:2][C:3]([C:5]1[CH:10]=[CH:9][N:8]=[C:7]([Cl:11])[CH:6]=1)=O.C([O-])(=O)C.[NH4+:16].[C:17]1([CH:23]2[CH2:28][NH:27][C:26](=[O:29])[CH2:25][C:24]2=O)[CH:22]=[CH:21][CH:20]=[CH:19][CH:18]=1.